Dataset: Forward reaction prediction with 1.9M reactions from USPTO patents (1976-2016). Task: Predict the product of the given reaction. (1) Given the reactants FC(F)(F)C1C=C(NC(=O)NC2C=CC(C3SC(CCC(O)=O)=NC=3)=CC=2)C=CC=1.[F:31][C:32]1[CH:37]=[CH:36][CH:35]=[CH:34][C:33]=1[NH:38][C:39](=[O:63])[NH:40][C:41]1[CH:46]=[CH:45][C:44]([C:47]2[CH:51]=[CH:50][N:49]([CH:52]3[CH2:57][CH2:56][CH:55]([C:58]([O:60]CC)=[O:59])[CH2:54][CH2:53]3)[N:48]=2)=[CH:43][CH:42]=1, predict the reaction product. The product is: [F:31][C:32]1[CH:37]=[CH:36][CH:35]=[CH:34][C:33]=1[NH:38][C:39](=[O:63])[NH:40][C:41]1[CH:42]=[CH:43][C:44]([C:47]2[CH:51]=[CH:50][N:49]([CH:52]3[CH2:53][CH2:54][CH:55]([C:58]([OH:60])=[O:59])[CH2:56][CH2:57]3)[N:48]=2)=[CH:45][CH:46]=1. (2) Given the reactants Br[C:2]1[CH:7]=[CH:6][C:5]([CH:8]2[N:13]3[CH:14]=[N:15][CH:16]=[C:12]3[CH2:11][N:10]([CH2:17][C:18]3[CH:23]=[CH:22][C:21]([O:24][CH3:25])=[CH:20][CH:19]=3)[C:9]2=[O:26])=[CH:4][CH:3]=1.P([O-])([O-])([O-])=O.[K+].[K+].[K+].[Cl:35][C:36]1[CH:41]=[CH:40][C:39](B(O)O)=[CH:38][CH:37]=1, predict the reaction product. The product is: [Cl:35][C:36]1[CH:41]=[CH:40][C:39]([C:2]2[CH:7]=[CH:6][C:5]([CH:8]3[N:13]4[CH:14]=[N:15][CH:16]=[C:12]4[CH2:11][N:10]([CH2:17][C:18]4[CH:23]=[CH:22][C:21]([O:24][CH3:25])=[CH:20][CH:19]=4)[C:9]3=[O:26])=[CH:4][CH:3]=2)=[CH:38][CH:37]=1. (3) Given the reactants [CH2:1]([C:4]1[NH:5][C:6]2[C:11]([CH:12]=1)=[C:10]([C:13]([F:16])([F:15])[F:14])[C:9]([C:17]#[N:18])=[CH:8][CH:7]=2)[CH2:2][CH3:3].C([O-])([O-])=O.[Cs+].[Cs+].Br[CH2:26][C:27]1[N:31]=[C:30]([C:32]2[CH:37]=[CH:36][C:35]([C:38]([CH3:41])([CH3:40])[CH3:39])=[CH:34][CH:33]=2)[O:29][N:28]=1, predict the reaction product. The product is: [CH3:41][C:38]([C:35]1[CH:34]=[CH:33][C:32]([C:30]2[O:29][N:28]=[C:27]([CH2:26][N:5]3[C:6]4[C:11](=[C:10]([C:13]([F:15])([F:16])[F:14])[C:9]([C:17]#[N:18])=[CH:8][CH:7]=4)[CH:12]=[C:4]3[CH2:1][CH2:2][CH3:3])[N:31]=2)=[CH:37][CH:36]=1)([CH3:39])[CH3:40].